This data is from CYP3A4 inhibition data for predicting drug metabolism from PubChem BioAssay. The task is: Regression/Classification. Given a drug SMILES string, predict its absorption, distribution, metabolism, or excretion properties. Task type varies by dataset: regression for continuous measurements (e.g., permeability, clearance, half-life) or binary classification for categorical outcomes (e.g., BBB penetration, CYP inhibition). Dataset: cyp3a4_veith. (1) The molecule is CCCNC(=O)OC[C@@H]1O[C@H](CCO/N=C(\C)CCC(=O)OC[C@@H]2O[C@H](C#Cc3ccccc3)C=C[C@@H]2Oc2ccc(C)cc2)C=C[C@@H]1Oc1ccc(OC)cc1. The result is 1 (inhibitor). (2) The compound is CN(C)c1ncc2nc(-c3ccc(Cl)cc3)c(=O)n(-c3ccccc3)c2n1. The result is 0 (non-inhibitor). (3) The compound is CCOc1ccc(/C=C2\C(=O)c3ccccc3OC2c2ccccc2)cc1. The result is 0 (non-inhibitor). (4) The result is 1 (inhibitor). The molecule is CN1CCN(c2ccnc(-c3cccc(NS(C)(=O)=O)c3)n2)CC1. (5) The compound is C/C(CCN1CCCCc2nc(C)c(C)cc21)=N\O[C@@H](C)c1cc(-c2c(C)cc(C)cc2C)no1. The result is 1 (inhibitor). (6) The result is 0 (non-inhibitor). The molecule is CC1(C)[C@@H]2CC[C@]1(C)CN(CCC[N+](C)(C)C)C2. (7) The molecule is CCC(=O)O[C@@](Cc1ccccc1)(c1ccccc1)[C@@H](C)CN(C)C.O=S(=O)(O)c1ccc2ccccc2c1. The result is 1 (inhibitor).